From a dataset of NCI-60 drug combinations with 297,098 pairs across 59 cell lines. Regression. Given two drug SMILES strings and cell line genomic features, predict the synergy score measuring deviation from expected non-interaction effect. (1) Drug 1: C#CCC(CC1=CN=C2C(=N1)C(=NC(=N2)N)N)C3=CC=C(C=C3)C(=O)NC(CCC(=O)O)C(=O)O. Drug 2: CN(C(=O)NC(C=O)C(C(C(CO)O)O)O)N=O. Cell line: SK-MEL-28. Synergy scores: CSS=2.03, Synergy_ZIP=-1.22, Synergy_Bliss=-1.55, Synergy_Loewe=-5.05, Synergy_HSA=-5.06. (2) Drug 1: COC1=CC(=CC(=C1O)OC)C2C3C(COC3=O)C(C4=CC5=C(C=C24)OCO5)OC6C(C(C7C(O6)COC(O7)C8=CC=CS8)O)O. Drug 2: CC1=C2C(C(=O)C3(C(CC4C(C3C(C(C2(C)C)(CC1OC(=O)C(C(C5=CC=CC=C5)NC(=O)OC(C)(C)C)O)O)OC(=O)C6=CC=CC=C6)(CO4)OC(=O)C)O)C)O. Cell line: KM12. Synergy scores: CSS=30.0, Synergy_ZIP=-11.8, Synergy_Bliss=-5.77, Synergy_Loewe=-4.85, Synergy_HSA=-2.11. (3) Drug 1: CC1=C2C(C(=O)C3(C(CC4C(C3C(C(C2(C)C)(CC1OC(=O)C(C(C5=CC=CC=C5)NC(=O)C6=CC=CC=C6)O)O)OC(=O)C7=CC=CC=C7)(CO4)OC(=O)C)O)C)OC(=O)C. Drug 2: CC1=C(C(=O)C2=C(C1=O)N3CC4C(C3(C2COC(=O)N)OC)N4)N. Cell line: NCI-H322M. Synergy scores: CSS=25.1, Synergy_ZIP=-12.1, Synergy_Bliss=-13.9, Synergy_Loewe=-26.9, Synergy_HSA=-12.0. (4) Drug 1: C1=CC(=CC=C1CCC2=CNC3=C2C(=O)NC(=N3)N)C(=O)NC(CCC(=O)O)C(=O)O. Drug 2: CCN(CC)CCNC(=O)C1=C(NC(=C1C)C=C2C3=C(C=CC(=C3)F)NC2=O)C. Cell line: HOP-62. Synergy scores: CSS=32.2, Synergy_ZIP=-4.79, Synergy_Bliss=4.88, Synergy_Loewe=-5.64, Synergy_HSA=3.55. (5) Drug 1: C(=O)(N)NO. Drug 2: C1CCC(C(C1)N)N.C(=O)(C(=O)[O-])[O-].[Pt+4]. Cell line: NCI-H226. Synergy scores: CSS=16.5, Synergy_ZIP=0.943, Synergy_Bliss=1.04, Synergy_Loewe=-17.4, Synergy_HSA=2.94.